Dataset: Reaction yield outcomes from USPTO patents with 853,638 reactions. Task: Predict the reaction yield, written as a fraction of the theoretical maximum amount of product (1.0 means a 100% yield; for example, 0.34 means a 34% yield). (1) The reactants are [O:1]1[CH2:5][CH2:4][O:3][CH:2]1[C:6]1[CH:13]=[CH:12][C:9]([CH:10]=[O:11])=[CH:8][C:7]=1[F:14].[BH4-].[Na+]. The catalyst is CO. The product is [O:1]1[CH2:5][CH2:4][O:3][CH:2]1[C:6]1[CH:13]=[CH:12][C:9]([CH2:10][OH:11])=[CH:8][C:7]=1[F:14]. The yield is 0.240. (2) The catalyst is CN(C=O)C. The reactants are C1C[O:4][CH2:3]C1.[CH2:6]([O:8][C:9]1[CH:14]=[CH:13][C:12]([C:15]2[CH:20]=[CH:19][CH:18]=[C:17]([F:21])[C:16]=2[F:22])=[C:11]([F:23])[C:10]=1[F:24])[CH3:7].C([Li])(CC)C. The product is [CH2:6]([O:8][C:9]1([CH:3]=[O:4])[CH:14]=[CH:13][C:12]([C:15]2[CH:20]=[CH:19][CH:18]=[C:17]([F:21])[C:16]=2[F:22])=[C:11]([F:23])[CH:10]1[F:24])[CH3:7]. The yield is 0.700. (3) The reactants are [CH2:1]([C:5]1[N:6]=[C:7]([CH:27]([CH3:29])[CH3:28])[NH:8][C:9](=[O:26])[C:10]=1[CH2:11][C:12]1[CH:17]=[CH:16][C:15]([C:18]2[C:19]([C:24]#[N:25])=[CH:20][CH:21]=[CH:22][CH:23]=2)=[CH:14][CH:13]=1)[CH2:2][CH2:3][CH3:4].[O:30]1[C:34]2[CH:35]=[CH:36][C:37](B(O)O)=[CH:38][C:33]=2[CH2:32][CH2:31]1.N1C=CC=CC=1.C(N(CC)CC)C. The catalyst is C(OCC)(=O)C.C([O-])(=O)C.[Cu+2].C([O-])(=O)C.ClCCl. The product is [CH2:1]([C:5]1[N:6]=[C:7]([CH:27]([CH3:28])[CH3:29])[N:8]([C:37]2[CH:36]=[CH:35][C:34]3[O:30][CH2:31][CH2:32][C:33]=3[CH:38]=2)[C:9](=[O:26])[C:10]=1[CH2:11][C:12]1[CH:17]=[CH:16][C:15]([C:18]2[C:19]([C:24]#[N:25])=[CH:20][CH:21]=[CH:22][CH:23]=2)=[CH:14][CH:13]=1)[CH2:2][CH2:3][CH3:4]. The yield is 0.790. (4) The reactants are [CH2:1]([OH:4])[CH2:2][OH:3].[H-].[Na+].Br[CH2:8][C:9]1[CH:14]=[CH:13][C:12]([C:15]([CH3:18])([CH3:17])[CH3:16])=[CH:11][CH:10]=1.O. The catalyst is C1COCC1.[N+](CCCC)(CCCC)(CCCC)CCCC.[I-].CCOC(C)=O. The product is [CH3:18][C:15]([C:12]1[CH:11]=[CH:10][C:9]([CH2:8][O:3][CH2:2][CH2:1][OH:4])=[CH:14][CH:13]=1)([CH3:16])[CH3:17]. The yield is 0.510. (5) The reactants are [C:1]([O:4][CH2:5][C@H:6]1[O:11][C@H:10]([CH2:12][P:13]([O:18][CH2:19][CH3:20])(=[O:17])[O:14][CH2:15][CH3:16])[C@@H:9]([N:21]=[N+]=[N-])[C@@H:8]([O:24][CH2:25][C:26]2[CH:31]=[CH:30][CH:29]=[CH:28][CH:27]=2)[C@@H:7]1[O:32][CH2:33][C:34]1[CH:39]=[CH:38][CH:37]=[CH:36][CH:35]=1)(=[O:3])[CH3:2].[BH4-].[Na+].[CH3:42][C:43](OC(C)=O)=[O:44]. The catalyst is CO.C1(C)C=CC=CC=1.Cl[Ni]Cl. The product is [C:1]([O:4][CH2:5][C@H:6]1[O:11][C@H:10]([CH2:12][P:13]([O:18][CH2:19][CH3:20])(=[O:17])[O:14][CH2:15][CH3:16])[C@@H:9]([NH:21][C:43](=[O:44])[CH3:42])[C@@H:8]([O:24][CH2:25][C:26]2[CH:31]=[CH:30][CH:29]=[CH:28][CH:27]=2)[C@@H:7]1[O:32][CH2:33][C:34]1[CH:39]=[CH:38][CH:37]=[CH:36][CH:35]=1)(=[O:3])[CH3:2]. The yield is 0.760. (6) The reactants are [CH3:1][C:2]1[C:3]([NH:8][C@@H:9]2[CH2:14][CH2:13][CH2:12][N:11]([C:15]([O:17][C:18]([CH3:21])([CH3:20])[CH3:19])=[O:16])[CH2:10]2)=[N:4][CH:5]=[CH:6][CH:7]=1.C[Si]([N-][Si](C)(C)C)(C)C.[Li+].[Br:32][C:33]1[CH:41]=[CH:40][C:36]([C:37](Cl)=[O:38])=[CH:35][C:34]=1[F:42]. The catalyst is C1COCC1. The product is [Br:32][C:33]1[CH:41]=[CH:40][C:36]([C:37]([N:8]([C:3]2[C:2]([CH3:1])=[CH:7][CH:6]=[CH:5][N:4]=2)[C@@H:9]2[CH2:14][CH2:13][CH2:12][N:11]([C:15]([O:17][C:18]([CH3:21])([CH3:20])[CH3:19])=[O:16])[CH2:10]2)=[O:38])=[CH:35][C:34]=1[F:42]. The yield is 0.790. (7) The catalyst is C(#N)C.O.C(Cl)Cl.[Cl-].[Na+].O.C(O)(C(F)(F)F)=O.C1C=CC(P(C2C=CC=CC=2)[C-]2C=CC=C2)=CC=1.C1C=CC(P(C2C=CC=CC=2)[C-]2C=CC=C2)=CC=1.Cl[Pd]Cl.[Fe+2]. The reactants are [S:1]1[CH:5]=[C:4]([CH2:6][N:7]2[CH:11]=[C:10]([NH:12][C:13]([C:15]3[C:23]4[C:18](=[CH:19][C:20](Br)=[CH:21][CH:22]=4)[N:17](COCC[Si](C)(C)C)[N:16]=3)=[O:14])[CH:9]=[N:8]2)[N:3]=[CH:2]1.[NH:33]1[CH:37]=[CH:36][CH2:35][N:34]1B(O)O.C(=O)([O-])[O-].[Na+].[Na+].C([SiH](C(C)C)C(C)C)(C)C. The yield is 0.330. The product is [S:1]1[CH:5]=[C:4]([CH2:6][N:7]2[CH:11]=[C:10]([NH:12][C:13]([C:15]3[C:23]4[C:18](=[CH:19][C:20]([C:37]5[CH:36]=[CH:35][NH:34][N:33]=5)=[CH:21][CH:22]=4)[NH:17][N:16]=3)=[O:14])[CH:9]=[N:8]2)[N:3]=[CH:2]1. (8) The reactants are [CH2:1]([O:3][C:4]([C:6]1[NH:7][C:8]2[C:13]([CH:14]=1)=[CH:12][C:11]([OH:15])=[C:10]([Cl:16])[CH:9]=2)=[O:5])[CH3:2].[CH:17]([N:20]1[CH2:25][CH2:24][CH:23](O)[CH2:22][CH2:21]1)([CH3:19])[CH3:18].C1(P(C2C=CC=CC=2)C2C=CC=CC=2)C=CC=CC=1.CC(OC(/N=N/C(OC(C)(C)C)=O)=O)(C)C. The catalyst is O1CCCC1. The product is [CH2:1]([O:3][C:4]([C:6]1[NH:7][C:8]2[C:13]([CH:14]=1)=[CH:12][C:11]([O:15][CH:23]1[CH2:24][CH2:25][N:20]([CH:17]([CH3:19])[CH3:18])[CH2:21][CH2:22]1)=[C:10]([Cl:16])[CH:9]=2)=[O:5])[CH3:2]. The yield is 0.670. (9) The reactants are [CH:1]1([N:6]2[C:14]3[CH:13]=[C:12]([C:15]4[CH:20]=[CH:19][C:18]([CH2:21]O)=[CH:17][CH:16]=4)[CH:11]=[C:10]([C:23]([NH:25][CH2:26][C:27]4[C:28](=[O:35])[NH:29][C:30]([CH3:34])=[CH:31][C:32]=4[CH3:33])=[O:24])[C:9]=3[CH:8]=[N:7]2)[CH2:5][CH2:4][CH2:3][CH2:2]1.C1(P(C2C=CC=CC=2)C2C=CC=CC=2)C=CC=CC=1.C(Br)(Br)(Br)[Br:56].O. The catalyst is C(Cl)Cl. The product is [Br:56][CH2:21][C:18]1[CH:17]=[CH:16][C:15]([C:12]2[CH:11]=[C:10]([C:23]([NH:25][CH2:26][C:27]3[C:28](=[O:35])[NH:29][C:30]([CH3:34])=[CH:31][C:32]=3[CH3:33])=[O:24])[C:9]3[CH:8]=[N:7][N:6]([CH:1]4[CH2:2][CH2:3][CH2:4][CH2:5]4)[C:14]=3[CH:13]=2)=[CH:20][CH:19]=1. The yield is 0.588. (10) The reactants are [Cl:1][C:2]1[N:3]=[C:4](Cl)[C:5]2[O:10][CH:9]=[CH:8][C:6]=2[N:7]=1.[NH:12]1[CH2:17][CH2:16][O:15][CH2:14][CH2:13]1. The catalyst is CO. The product is [Cl:1][C:2]1[N:3]=[C:4]([N:12]2[CH2:17][CH2:16][O:15][CH2:14][CH2:13]2)[C:5]2[O:10][CH:9]=[CH:8][C:6]=2[N:7]=1. The yield is 0.480.